Predict which catalyst facilitates the given reaction. From a dataset of Catalyst prediction with 721,799 reactions and 888 catalyst types from USPTO. (1) Reactant: [Cl:1][C:2]1[CH:7]=[C:6]([O:8][C:9]2[C:14]([C:15]([N:17]3[C:26]4[C:21](=[CH:22][CH:23]=[CH:24][CH:25]=4)[N:20]([CH:27]4[CH2:29][CH2:28]4)[CH2:19][CH2:18]3)=[O:16])=[CH:13][CH:12]=[CH:11][N:10]=2)[C:5]([Cl:30])=[CH:4][C:3]=1[CH2:31][CH2:32][C:33](O)=[O:34].CN(C(ON1N=NC2C=CC=NC1=2)=[N+](C)C)C.F[P-](F)(F)(F)(F)F.C(N(C(C)C)C(C)C)C.[NH2:69][CH2:70][C:71]([OH:73])=[O:72]. Product: [Cl:1][C:2]1[CH:7]=[C:6]([O:8][C:9]2[C:14]([C:15]([N:17]3[C:26]4[C:21](=[CH:22][CH:23]=[CH:24][CH:25]=4)[N:20]([CH:27]4[CH2:28][CH2:29]4)[CH2:19][CH2:18]3)=[O:16])=[CH:13][CH:12]=[CH:11][N:10]=2)[C:5]([Cl:30])=[CH:4][C:3]=1[CH2:31][CH2:32][C:33]([NH:69][CH2:70][C:71]([OH:73])=[O:72])=[O:34]. The catalyst class is: 3. (2) Reactant: [F:1][C:2]1[CH:7]=[CH:6][C:5]([N+:8]([O-])=O)=[CH:4][C:3]=1[C:11]1[C:20]2[C:15](=[CH:16][CH:17]=[CH:18][CH:19]=2)[CH:14]=[CH:13][N:12]=1.[Sn](Cl)Cl.C([O-])(O)=O.[Na+].[OH-].[Na+]. Product: [F:1][C:2]1[CH:7]=[CH:6][C:5]([NH2:8])=[CH:4][C:3]=1[C:11]1[C:20]2[C:15](=[CH:16][CH:17]=[CH:18][CH:19]=2)[CH:14]=[CH:13][N:12]=1. The catalyst class is: 511. (3) Reactant: [NH2:1][C:2]1[CH:3]=[C:4]([CH:7]=[CH:8][CH:9]=1)[CH2:5][OH:6].C(N(CC)CC)C.[F:17][C:18]1[CH:19]=[C:20]([CH:24]=[CH:25][C:26]=1[F:27])[C:21](Cl)=[O:22].Cl. Product: [F:17][C:18]1[CH:19]=[C:20]([CH:24]=[CH:25][C:26]=1[F:27])[C:21]([NH:1][C:2]1[CH:9]=[CH:8][CH:7]=[C:4]([CH2:5][OH:6])[CH:3]=1)=[O:22]. The catalyst class is: 38. (4) Reactant: [CH2:1]([O:3][C:4](=[O:16])[CH:5]=[C:6]1[CH2:15][CH2:14][C:9]2([O:13][CH2:12][CH2:11][O:10]2)[CH2:8][CH2:7]1)[CH3:2]. Product: [CH2:1]([O:3][C:4](=[O:16])[CH2:5][CH:6]1[CH2:15][CH2:14][C:9]2([O:10][CH2:11][CH2:12][O:13]2)[CH2:8][CH2:7]1)[CH3:2]. The catalyst class is: 78.